Dataset: NCI-60 drug combinations with 297,098 pairs across 59 cell lines. Task: Regression. Given two drug SMILES strings and cell line genomic features, predict the synergy score measuring deviation from expected non-interaction effect. (1) Drug 1: CCCCC(=O)OCC(=O)C1(CC(C2=C(C1)C(=C3C(=C2O)C(=O)C4=C(C3=O)C=CC=C4OC)O)OC5CC(C(C(O5)C)O)NC(=O)C(F)(F)F)O. Drug 2: C1C(C(OC1N2C=NC(=NC2=O)N)CO)O. Cell line: NCI-H226. Synergy scores: CSS=29.4, Synergy_ZIP=-1.51, Synergy_Bliss=-2.92, Synergy_Loewe=-2.35, Synergy_HSA=-2.28. (2) Drug 1: CCC1=CC2CC(C3=C(CN(C2)C1)C4=CC=CC=C4N3)(C5=C(C=C6C(=C5)C78CCN9C7C(C=CC9)(C(C(C8N6C)(C(=O)OC)O)OC(=O)C)CC)OC)C(=O)OC.C(C(C(=O)O)O)(C(=O)O)O. Drug 2: C1=C(C(=O)NC(=O)N1)N(CCCl)CCCl. Cell line: K-562. Synergy scores: CSS=73.7, Synergy_ZIP=-8.37, Synergy_Bliss=-6.48, Synergy_Loewe=-6.46, Synergy_HSA=-2.48. (3) Drug 1: C1=CC(=C2C(=C1NCCNCCO)C(=O)C3=C(C=CC(=C3C2=O)O)O)NCCNCCO. Drug 2: C(CN)CNCCSP(=O)(O)O. Cell line: NCIH23. Synergy scores: CSS=55.8, Synergy_ZIP=1.38, Synergy_Bliss=2.69, Synergy_Loewe=-54.5, Synergy_HSA=3.85. (4) Drug 1: C1CCC(CC1)NC(=O)N(CCCl)N=O. Drug 2: C1CN(P(=O)(OC1)NCCCl)CCCl. Cell line: MOLT-4. Synergy scores: CSS=19.6, Synergy_ZIP=-1.84, Synergy_Bliss=0.123, Synergy_Loewe=-27.1, Synergy_HSA=0.567. (5) Drug 1: CN(C)N=NC1=C(NC=N1)C(=O)N. Drug 2: CS(=O)(=O)OCCCCOS(=O)(=O)C. Cell line: SF-268. Synergy scores: CSS=6.04, Synergy_ZIP=-1.13, Synergy_Bliss=6.57, Synergy_Loewe=0.115, Synergy_HSA=0.992. (6) Drug 1: CCCS(=O)(=O)NC1=C(C(=C(C=C1)F)C(=O)C2=CNC3=C2C=C(C=N3)C4=CC=C(C=C4)Cl)F. Drug 2: CNC(=O)C1=NC=CC(=C1)OC2=CC=C(C=C2)NC(=O)NC3=CC(=C(C=C3)Cl)C(F)(F)F. Cell line: SW-620. Synergy scores: CSS=8.01, Synergy_ZIP=10.3, Synergy_Bliss=8.94, Synergy_Loewe=-15.0, Synergy_HSA=-9.69.